This data is from NCI-60 drug combinations with 297,098 pairs across 59 cell lines. The task is: Regression. Given two drug SMILES strings and cell line genomic features, predict the synergy score measuring deviation from expected non-interaction effect. (1) Drug 1: C1=C(C(=O)NC(=O)N1)N(CCCl)CCCl. Drug 2: CN(C(=O)NC(C=O)C(C(C(CO)O)O)O)N=O. Cell line: PC-3. Synergy scores: CSS=7.56, Synergy_ZIP=-6.96, Synergy_Bliss=-6.83, Synergy_Loewe=-9.84, Synergy_HSA=-5.76. (2) Drug 1: C1CNP(=O)(OC1)N(CCCl)CCCl. Drug 2: C1CCC(C(C1)N)N.C(=O)(C(=O)[O-])[O-].[Pt+4]. Cell line: SN12C. Synergy scores: CSS=13.0, Synergy_ZIP=-6.79, Synergy_Bliss=-5.04, Synergy_Loewe=-5.85, Synergy_HSA=-2.22. (3) Drug 1: C1=CC(=CC=C1C#N)C(C2=CC=C(C=C2)C#N)N3C=NC=N3. Drug 2: CC1C(C(=O)NC(C(=O)N2CCCC2C(=O)N(CC(=O)N(C(C(=O)O1)C(C)C)C)C)C(C)C)NC(=O)C3=C4C(=C(C=C3)C)OC5=C(C(=O)C(=C(C5=N4)C(=O)NC6C(OC(=O)C(N(C(=O)CN(C(=O)C7CCCN7C(=O)C(NC6=O)C(C)C)C)C)C(C)C)C)N)C. Cell line: SW-620. Synergy scores: CSS=6.90, Synergy_ZIP=-6.33, Synergy_Bliss=-5.58, Synergy_Loewe=-12.4, Synergy_HSA=-4.88. (4) Cell line: SK-OV-3. Drug 2: CN(C(=O)NC(C=O)C(C(C(CO)O)O)O)N=O. Drug 1: C#CCC(CC1=CN=C2C(=N1)C(=NC(=N2)N)N)C3=CC=C(C=C3)C(=O)NC(CCC(=O)O)C(=O)O. Synergy scores: CSS=-0.555, Synergy_ZIP=0.581, Synergy_Bliss=-0.843, Synergy_Loewe=-103, Synergy_HSA=-3.83. (5) Drug 1: CN(C)C1=NC(=NC(=N1)N(C)C)N(C)C. Drug 2: CC1CCC2CC(C(=CC=CC=CC(CC(C(=O)C(C(C(=CC(C(=O)CC(OC(=O)C3CCCCN3C(=O)C(=O)C1(O2)O)C(C)CC4CCC(C(C4)OC)OCCO)C)C)O)OC)C)C)C)OC. Cell line: SF-268. Synergy scores: CSS=11.5, Synergy_ZIP=5.60, Synergy_Bliss=5.12, Synergy_Loewe=-13.8, Synergy_HSA=0.470. (6) Drug 1: CC1=C(C(CCC1)(C)C)C=CC(=CC=CC(=CC(=O)O)C)C. Drug 2: C1CN(CCN1C(=O)CCBr)C(=O)CCBr. Cell line: NCI/ADR-RES. Synergy scores: CSS=13.4, Synergy_ZIP=-6.08, Synergy_Bliss=-2.20, Synergy_Loewe=-7.32, Synergy_HSA=-2.20.